This data is from Merck oncology drug combination screen with 23,052 pairs across 39 cell lines. The task is: Regression. Given two drug SMILES strings and cell line genomic features, predict the synergy score measuring deviation from expected non-interaction effect. (1) Drug 1: O=P1(N(CCCl)CCCl)NCCCO1. Drug 2: C#Cc1cccc(Nc2ncnc3cc(OCCOC)c(OCCOC)cc23)c1. Cell line: NCIH520. Synergy scores: synergy=6.68. (2) Drug 1: CN(Cc1cnc2nc(N)nc(N)c2n1)c1ccc(C(=O)NC(CCC(=O)O)C(=O)O)cc1. Drug 2: Cn1cc(-c2cnn3c(N)c(Br)c(C4CCCNC4)nc23)cn1. Cell line: SW837. Synergy scores: synergy=-23.8. (3) Drug 1: O=P1(N(CCCl)CCCl)NCCCO1. Drug 2: O=C(O)C1(Cc2cccc(Nc3nccs3)n2)CCC(Oc2cccc(Cl)c2F)CC1. Cell line: NCIH520. Synergy scores: synergy=3.24. (4) Drug 1: O=C(CCCCCCC(=O)Nc1ccccc1)NO. Drug 2: NC1CCCCC1N.O=C(O)C(=O)O.[Pt+2]. Cell line: SW837. Synergy scores: synergy=4.66. (5) Drug 1: CCC1=CC2CN(C1)Cc1c([nH]c3ccccc13)C(C(=O)OC)(c1cc3c(cc1OC)N(C)C1C(O)(C(=O)OC)C(OC(C)=O)C4(CC)C=CCN5CCC31C54)C2. Drug 2: CCN(CC)CCNC(=O)c1c(C)[nH]c(C=C2C(=O)Nc3ccc(F)cc32)c1C. Cell line: UWB1289. Synergy scores: synergy=-0.952.